This data is from Forward reaction prediction with 1.9M reactions from USPTO patents (1976-2016). The task is: Predict the product of the given reaction. (1) Given the reactants [K+].[Br-].[C:3]([C:7]1[CH:8]=[C:9]([CH2:17][CH2:18][C:19]2[CH:20]=[C:21]([CH:24]=[C:25]([CH2:27][CH2:28][C:29]3[CH:34]=[C:33]([C:35]([CH3:38])([CH3:37])[CH3:36])[CH:32]=[C:31]([C:39]([CH3:42])([CH3:41])[CH3:40])[CH:30]=3)[CH:26]=2)[CH2:22][OH:23])[CH:10]=[C:11]([C:13]([CH3:16])([CH3:15])[CH3:14])[CH:12]=1)([CH3:6])([CH3:5])[CH3:4].[Cr](Cl)([O-])(=O)=O.[NH+]1C=CC=CC=1, predict the reaction product. The product is: [C:35]([C:33]1[CH:34]=[C:29]([CH2:28][CH2:27][C:25]2[CH:24]=[C:21]([CH:20]=[C:19]([CH2:18][CH2:17][C:9]3[CH:10]=[C:11]([C:13]([CH3:16])([CH3:15])[CH3:14])[CH:12]=[C:7]([C:3]([CH3:6])([CH3:5])[CH3:4])[CH:8]=3)[CH:26]=2)[CH:22]=[O:23])[CH:30]=[C:31]([C:39]([CH3:40])([CH3:41])[CH3:42])[CH:32]=1)([CH3:36])([CH3:37])[CH3:38]. (2) Given the reactants [CH2:1]([O:3][CH:4]([O:23][CH2:24][CH3:25])[CH2:5][CH2:6][N:7]1[C:19]2[C:18]3[CH:17]=[CH:16][CH:15]=[CH:14][C:13]=3[N:12]=[CH:11][C:10]=2[N:9]=[C:8]1[CH2:20][CH2:21][CH3:22])[CH3:2].C1C=C(Cl)C=C(C(OO)=[O:34])C=1, predict the reaction product. The product is: [CH2:24]([O:23][CH:4]([O:3][CH2:1][CH3:2])[CH2:5][CH2:6][N:7]1[C:19]2[C:18]3[CH:17]=[CH:16][CH:15]=[CH:14][C:13]=3[N+:12]([O-:34])=[CH:11][C:10]=2[N:9]=[C:8]1[CH2:20][CH2:21][CH3:22])[CH3:25].